This data is from Reaction yield outcomes from USPTO patents with 853,638 reactions. The task is: Predict the reaction yield, written as a fraction of the theoretical maximum amount of product (1.0 means a 100% yield; for example, 0.34 means a 34% yield). (1) The catalyst is CC(N(C)C)=O. The yield is 0.280. The product is [F:10][C:8]1[CH:9]=[C:2]2[C:3]([C:4]([NH2:5])=[N:14][C:13]([NH2:15])=[N:12]2)=[CH:6][CH:7]=1. The reactants are F[C:2]1[CH:9]=[C:8]([F:10])[CH:7]=[CH:6][C:3]=1[C:4]#[N:5].Cl.[NH2:12][C:13]([NH2:15])=[NH:14].[H-].[Na+].C([O-])(O)=O.[Na+]. (2) The reactants are [F:1][B-:2]([F:5])([F:4])[F:3].[H+].[Cl:7][C:8]1[CH:9]=[C:10]([NH2:24])[CH:11]=[N:12][C:13]=1[O:14][CH:15]([C:20]([F:23])([F:22])[F:21])[C:16]([F:19])([F:18])[F:17].[N:25](OCCC(C)C)=O. The catalyst is C(O)C. The product is [F:1][B-:2]([F:5])([F:4])[F:3].[Cl:7][C:8]1[CH:9]=[C:10]([N+:24]#[N:25])[CH:11]=[N:12][C:13]=1[O:14][CH:15]([C:16]([F:19])([F:18])[F:17])[C:20]([F:21])([F:22])[F:23]. The yield is 0.270. (3) The reactants are [F:1][C:2]1[CH:7]=[C:6]([Si:8]([CH3:11])([CH3:10])[CH3:9])[CH:5]=[CH:4][C:3]=1[NH2:12].[Li+].C[Si]([N-][Si](C)(C)C)(C)C.Cl[C:24]1[N:32]=[C:31]([Cl:33])[C:30]([F:34])=[CH:29][C:25]=1[C:26]([OH:28])=[O:27]. The catalyst is C1COCC1. The product is [Cl:33][C:31]1[C:30]([F:34])=[CH:29][C:25]([C:26]([OH:28])=[O:27])=[C:24]([NH:12][C:3]2[CH:4]=[CH:5][C:6]([Si:8]([CH3:9])([CH3:11])[CH3:10])=[CH:7][C:2]=2[F:1])[N:32]=1. The yield is 0.490. (4) The product is [CH3:8][C:9]1[CH:14]=[CH:13][C:12]([N+:15]([O-:17])=[O:16])=[CH:11][C:10]=1[NH:18][S:4]([CH2:1][CH2:2][CH3:3])(=[O:6])=[O:5]. The reactants are [CH2:1]([S:4](Cl)(=[O:6])=[O:5])[CH2:2][CH3:3].[CH3:8][C:9]1[CH:14]=[CH:13][C:12]([N+:15]([O-:17])=[O:16])=[CH:11][C:10]=1[NH2:18].C(N(CC)CC)C. The catalyst is C(#N)C.O. The yield is 0.790. (5) The reactants are C[O:2][C:3](=[O:25])[C@@H:4]([N:9]([CH2:11][C:12]1[CH:13]([CH:23]=[O:24])[O:14][C:15]2[C:20]([CH:21]=1)=[C:19]([Cl:22])[CH:18]=[CH:17][CH:16]=2)[CH3:10])[CH2:5][CH:6]([CH3:8])[CH3:7].O.[OH-].[Li+]. The catalyst is O1CCCC1.O. The product is [Cl:22][C:19]1[CH:18]=[CH:17][CH:16]=[C:15]2[C:20]=1[CH2:21][C:12]([CH2:11][N:9]([CH3:10])[C@@H:4]([CH2:5][CH:6]([CH3:7])[CH3:8])[C:3]([OH:25])=[O:2])=[C:13]([CH:23]=[O:24])[O:14]2. The yield is 0.936. (6) The reactants are [CH2:1]([O:3][C:4]([C@@:6]1([CH3:18])[CH2:8][C@@H:7]1[CH2:9][O:10]CC1C=CC=CC=1)=[O:5])[CH3:2]. The catalyst is C(O)C.[Pd]. The product is [OH:10][CH2:9][C@H:7]1[CH2:8][C@:6]1([CH3:18])[C:4]([O:3][CH2:1][CH3:2])=[O:5]. The yield is 0.990.